This data is from Peptide-MHC class II binding affinity with 134,281 pairs from IEDB. The task is: Regression. Given a peptide amino acid sequence and an MHC pseudo amino acid sequence, predict their binding affinity value. This is MHC class II binding data. The peptide sequence is RCLVKEIPPRLLYAK. The MHC is DRB1_1001 with pseudo-sequence DRB1_1001. The binding affinity (normalized) is 0.631.